This data is from Reaction yield outcomes from USPTO patents with 853,638 reactions. The task is: Predict the reaction yield, written as a fraction of the theoretical maximum amount of product (1.0 means a 100% yield; for example, 0.34 means a 34% yield). (1) The reactants are [CH3:1][O:2][C:3]([C:5]1[C:21]([NH:22][C:23]2[CH:28]=[CH:27][C:26](I)=[CH:25][C:24]=2[CH3:30])=[C:20]([F:31])[C:8]2[N:9]=[C:10]([CH2:12][O:13][CH2:14][CH2:15][Si:16]([CH3:19])([CH3:18])[CH3:17])[NH:11][C:7]=2[CH:6]=1)=[O:4].[CH3:32][N:33](C=O)C. The catalyst is C1C=CC(P(C2C=CC=CC=2)[C-]2C=CC=C2)=CC=1.C1C=CC(P(C2C=CC=CC=2)[C-]2C=CC=C2)=CC=1.[Fe+2].C1C=CC(/C=C/C(/C=C/C2C=CC=CC=2)=O)=CC=1.C1C=CC(/C=C/C(/C=C/C2C=CC=CC=2)=O)=CC=1.C1C=CC(/C=C/C(/C=C/C2C=CC=CC=2)=O)=CC=1.[Pd].[Pd].[C-]#N.[C-]#N.[Zn+2]. The product is [CH3:1][O:2][C:3]([C:5]1[C:21]([NH:22][C:23]2[CH:28]=[CH:27][C:26]([C:32]#[N:33])=[CH:25][C:24]=2[CH3:30])=[C:20]([F:31])[C:8]2[N:9]=[C:10]([CH2:12][O:13][CH2:14][CH2:15][Si:16]([CH3:19])([CH3:18])[CH3:17])[NH:11][C:7]=2[CH:6]=1)=[O:4]. The yield is 0.770. (2) The reactants are [ClH:1].Cl[C:3]1[CH:18]=[CH:17][C:6]([CH2:7][N:8](CC)[CH:9]2[CH2:14][CH2:13][NH:12][CH2:11][CH2:10]2)=[CH:5][CH:4]=1.C([O-])([O-])=O.[K+].[K+].Br[CH2:26][CH2:27][CH:28]=[C:29]1[C:35]2[CH:36]=[CH:37][CH:38]=[N:39][C:34]=2[CH2:33][O:32][C:31]2[CH:40]=[CH:41][C:42]([C:44]([OH:47])([CH3:46])[CH3:45])=[CH:43][C:30]1=2.[C:48](#N)[CH3:49].O. No catalyst specified. The product is [Cl:1][C:5]1[CH:4]=[CH:3][C:18]([CH2:17][CH2:6][CH2:7][NH:8][CH:9]2[CH2:10][CH2:11][N:12]([CH2:26][CH2:27][CH:28]=[C:29]3[C:35]4[CH:36]=[CH:37][CH:38]=[N:39][C:34]=4[CH2:33][O:32][C:31]4[CH:40]=[CH:41][C:42]([C:44]([OH:47])([CH3:46])[CH3:45])=[CH:43][C:30]3=4)[CH2:13][CH2:14]2)=[CH:49][CH:48]=1. The yield is 0.600. (3) The reactants are [Cl:1][C:2]1[CH:7]=C(Cl)[CH:5]=[CH:4][C:3]=1[CH2:9][N:10]1[C:15](=[O:16])[C:14]([C:17]([NH:19][CH2:20][C:21]([O:23]CC)=[O:22])=[O:18])=[C:13]([OH:26])[C:12]([C:27]([O:29]C)=O)=[C:11]1[OH:31].[CH2:32]([NH2:36])[CH:33]([CH3:35])[CH3:34].[CH:37]([Cl:40])(Cl)Cl. No catalyst specified. The product is [Cl:1][C:2]1[CH:7]=[C:37]([Cl:40])[CH:5]=[CH:4][C:3]=1[CH2:9][N:10]1[C:11]([OH:31])=[C:12]([C:27]([NH:36][CH2:32][CH:33]([CH3:35])[CH3:34])=[O:29])[C:13]([OH:26])=[C:14]([C:17]([NH:19][CH2:20][C:21]([OH:23])=[O:22])=[O:18])[C:15]1=[O:16]. The yield is 0.880. (4) The reactants are C([O:5][C:6](=[O:35])[C@@H:7]([NH:12][C:13]([C:15]1[CH:34]=[CH:33][C:18]2[N:19]([CH:28]([CH2:31][CH3:32])[CH2:29][CH3:30])[C:20]([CH2:22][CH:23]3[CH2:27][CH2:26][CH2:25][O:24]3)=[N:21][C:17]=2[CH:16]=1)=[O:14])[CH2:8][CH:9]([CH3:11])[CH3:10])(C)(C)C.FC(F)(F)C(O)=O. The catalyst is ClCCl. The product is [CH2:29]([CH:28]([N:19]1[C:18]2[CH:33]=[CH:34][C:15]([C:13]([NH:12][C@@H:7]([CH2:8][CH:9]([CH3:10])[CH3:11])[C:6]([OH:35])=[O:5])=[O:14])=[CH:16][C:17]=2[N:21]=[C:20]1[CH2:22][CH:23]1[CH2:27][CH2:26][CH2:25][O:24]1)[CH2:31][CH3:32])[CH3:30]. The yield is 0.350. (5) The reactants are [Br:1][C:2]1[CH:15]=[C:14]2[C:5]([CH2:6][C:7]3([C:13]2=O)[CH2:12][CH2:11][O:10][CH2:9][CH2:8]3)=[CH:4][CH:3]=1.[CH3:17][C:18]([S:21]([NH2:23])=[O:22])([CH3:20])[CH3:19].CO.C([O-])(O)=O.[Na+]. The catalyst is CC1CCCO1.[O-]CC.[Ti+4].[O-]CC.[O-]CC.[O-]CC.CCOC(C)=O. The product is [Br:1][C:2]1[CH:15]=[C:14]2[C:5](=[CH:4][CH:3]=1)[CH2:6][C:7]1([CH2:12][CH2:11][O:10][CH2:9][CH2:8]1)[C:13]2=[N:23][S:21]([C:18]([CH3:20])([CH3:19])[CH3:17])=[O:22]. The yield is 0.350.